This data is from Full USPTO retrosynthesis dataset with 1.9M reactions from patents (1976-2016). The task is: Predict the reactants needed to synthesize the given product. (1) Given the product [C:1]([O:5][C:6]([N:8]1[C:13]2[CH:14]=[C:15]([Cl:19])[CH:16]=[C:17]([C:41]3[CH:42]=[CH:43][N:38]=[CH:39][CH:40]=3)[C:12]=2[O:11][CH:10]([C:20]([N:22]2[CH2:27][CH2:26][C:25]([C:36]#[N:37])([CH2:28][C:29]3[CH:34]=[CH:33][C:32]([F:35])=[CH:31][CH:30]=3)[CH2:24][CH2:23]2)=[O:21])[CH2:9]1)=[O:7])([CH3:4])([CH3:3])[CH3:2], predict the reactants needed to synthesize it. The reactants are: [C:1]([O:5][C:6]([N:8]1[C:13]2[CH:14]=[C:15]([Cl:19])[CH:16]=[C:17](Br)[C:12]=2[O:11][CH:10]([C:20]([N:22]2[CH2:27][CH2:26][C:25]([C:36]#[N:37])([CH2:28][C:29]3[CH:34]=[CH:33][C:32]([F:35])=[CH:31][CH:30]=3)[CH2:24][CH2:23]2)=[O:21])[CH2:9]1)=[O:7])([CH3:4])([CH3:3])[CH3:2].[N:38]1[CH:43]=[CH:42][C:41](B(O)O)=[CH:40][CH:39]=1.C([O-])([O-])=O.[Na+].[Na+]. (2) The reactants are: [CH3:1]NN.[CH:4]1([C:7]2[N:8](C)[N:9]=[C:10]3[CH2:15][CH2:14][N:13]([C:16]([O:18][C:19]([CH3:22])([CH3:21])[CH3:20])=[O:17])[CH2:12][C:11]=23)[CH2:6][CH2:5]1. Given the product [CH:4]1([C:7]2[C:11]3[CH2:12][N:13]([C:16]([O:18][C:19]([CH3:22])([CH3:21])[CH3:20])=[O:17])[CH2:14][CH2:15][C:10]=3[N:9]([CH3:1])[N:8]=2)[CH2:6][CH2:5]1, predict the reactants needed to synthesize it. (3) Given the product [Cl:1][C:2]1[CH:7]=[C:6]([O:26][CH3:23])[CH:5]=[CH:4][C:3]=1[CH:9]1[C:14](=[O:16])[C:13]([CH:18]([CH3:20])[CH3:19])([CH3:21])[NH:12][C:10]1=[O:11], predict the reactants needed to synthesize it. The reactants are: [Cl:1][C:2]1[CH:7]=[C:6](F)[CH:5]=[CH:4][C:3]=1[CH2:9][C:10]([NH:12][C:13]([CH3:21])([CH:18]([CH3:20])[CH3:19])[C:14]([O:16]C)=O)=[O:11].C[C:23]([O-:26])(C)C.[K+].O. (4) Given the product [Br:1][C:2]1[CH:3]=[CH:4][C:5]([O:8][CH2:9]/[CH:10]=[CH:11]/[C:12]2[CH:13]=[CH:14][C:15]([CH2:16][N:17]3[CH2:18][CH2:19][NH:20][CH2:21][CH2:22]3)=[CH:40][CH:41]=2)=[N:6][CH:7]=1, predict the reactants needed to synthesize it. The reactants are: [Br:1][C:2]1[CH:3]=[CH:4][C:5]([O:8][CH2:9]/[CH:10]=[CH:11]/[C:12]2[CH:41]=[CH:40][C:15]([CH2:16][N:17]3[CH2:22][CH2:21][N:20](C(OCC4C5C=CC=CC=5C5C4=CC=CC=5)=O)[CH2:19][CH2:18]3)=[CH:14][CH:13]=2)=[N:6][CH:7]=1.N1CCCCC1.[NH4+].[Cl-]. (5) Given the product [Cl:1][C:2]1[C:3]([O:15][CH3:16])=[C:4]([CH2:10][CH2:11][C:12]([OH:14])=[O:13])[CH:5]=[CH:6][C:7]=1[O:8][CH3:9], predict the reactants needed to synthesize it. The reactants are: [Cl:1][C:2]1[C:3]([O:15][CH3:16])=[C:4]([CH:10]=[CH:11][C:12]([OH:14])=[O:13])[CH:5]=[CH:6][C:7]=1[O:8][CH3:9].